Dataset: Reaction yield outcomes from USPTO patents with 853,638 reactions. Task: Predict the reaction yield, written as a fraction of the theoretical maximum amount of product (1.0 means a 100% yield; for example, 0.34 means a 34% yield). (1) The reactants are [NH2:1][C:2]1[CH:7]=[CH:6][CH:5]=[C:4]([NH2:8])[N:3]=1.[S:9](=[O:13])(=[O:12])([OH:11])[OH:10].C(O)(=O)[CH:15]([CH2:17][C:18](O)=O)[OH:16]. The catalyst is [Cl-].[Na+].O. The product is [S:9](=[O:11])(=[O:10])([OH:13])[OH:12].[NH2:1][C:2]1[CH:7]=[CH:6][C:5]2[C:4](=[N:8][C:15]([OH:16])=[CH:17][CH:18]=2)[N:3]=1. The yield is 0.890. (2) The reactants are [Cl:1][C:2]1[N:7]=[C:6]([C:8]2[S:12][C:11]([CH:13]([CH3:15])[CH3:14])=[N:10][C:9]=2[C:16]2[C:17]([O:29][CH3:30])=[C:18]([NH:22]C(=O)OCC=C)[CH:19]=[CH:20][CH:21]=2)[CH:5]=[CH:4][N:3]=1.C(O)(=O)C.C([SnH](CCCC)CCCC)CCC. The catalyst is C(Cl)Cl.Cl[Pd](Cl)([P](C1C=CC=CC=1)(C1C=CC=CC=1)C1C=CC=CC=1)[P](C1C=CC=CC=1)(C1C=CC=CC=1)C1C=CC=CC=1. The product is [Cl:1][C:2]1[N:7]=[C:6]([C:8]2[S:12][C:11]([CH:13]([CH3:15])[CH3:14])=[N:10][C:9]=2[C:16]2[C:17]([O:29][CH3:30])=[C:18]([CH:19]=[CH:20][CH:21]=2)[NH2:22])[CH:5]=[CH:4][N:3]=1. The yield is 0.608.